Regression. Given a peptide amino acid sequence and an MHC pseudo amino acid sequence, predict their binding affinity value. This is MHC class II binding data. From a dataset of Peptide-MHC class II binding affinity with 134,281 pairs from IEDB. (1) The peptide sequence is ATALDLASNKSVVVN. The MHC is DRB1_0101 with pseudo-sequence DRB1_0101. The binding affinity (normalized) is 0.698. (2) The peptide sequence is ATTANVPPADKYKTF. The MHC is DRB1_0405 with pseudo-sequence DRB1_0405. The binding affinity (normalized) is 0.275.